From a dataset of NCI-60 drug combinations with 297,098 pairs across 59 cell lines. Regression. Given two drug SMILES strings and cell line genomic features, predict the synergy score measuring deviation from expected non-interaction effect. Drug 1: CC1C(C(CC(O1)OC2CC(CC3=C2C(=C4C(=C3O)C(=O)C5=C(C4=O)C(=CC=C5)OC)O)(C(=O)C)O)N)O.Cl. Drug 2: CC1=CC2C(CCC3(C2CCC3(C(=O)C)OC(=O)C)C)C4(C1=CC(=O)CC4)C. Cell line: NCI-H322M. Synergy scores: CSS=17.4, Synergy_ZIP=4.91, Synergy_Bliss=8.77, Synergy_Loewe=-1.28, Synergy_HSA=4.54.